From a dataset of TCR-epitope binding with 47,182 pairs between 192 epitopes and 23,139 TCRs. Binary Classification. Given a T-cell receptor sequence (or CDR3 region) and an epitope sequence, predict whether binding occurs between them. (1) The epitope is FLNRFTTTL. The TCR CDR3 sequence is CASSQGQGALVFF. Result: 0 (the TCR does not bind to the epitope). (2) The epitope is KLNVGDYFV. The TCR CDR3 sequence is CASSAEQGVTEAFF. Result: 1 (the TCR binds to the epitope).